This data is from Peptide-MHC class I binding affinity with 185,985 pairs from IEDB/IMGT. The task is: Regression. Given a peptide amino acid sequence and an MHC pseudo amino acid sequence, predict their binding affinity value. This is MHC class I binding data. (1) The peptide sequence is GALSRRYPH. The MHC is HLA-A02:03 with pseudo-sequence HLA-A02:03. The binding affinity (normalized) is 0.0847. (2) The peptide sequence is MTRVTNNVY. The MHC is HLA-B15:17 with pseudo-sequence HLA-B15:17. The binding affinity (normalized) is 1.00. (3) The peptide sequence is FLGKIWPSYK. The MHC is HLA-A30:01 with pseudo-sequence HLA-A30:01. The binding affinity (normalized) is 0.145. (4) The peptide sequence is YTMDGEYRL. The MHC is HLA-B48:01 with pseudo-sequence HLA-B48:01. The binding affinity (normalized) is 0.0847. (5) The peptide sequence is KSTSPTRTW. The MHC is Mamu-B17 with pseudo-sequence Mamu-B17. The binding affinity (normalized) is 0.179. (6) The peptide sequence is TEGSVKGLT. The MHC is HLA-B40:02 with pseudo-sequence HLA-B40:02. The binding affinity (normalized) is 0.